From a dataset of Reaction yield outcomes from USPTO patents with 853,638 reactions. Predict the reaction yield, written as a fraction of the theoretical maximum amount of product (1.0 means a 100% yield; for example, 0.34 means a 34% yield). (1) The reactants are [H-].[Na+].[Br:3][C:4]1[CH:9]=[CH:8][C:7]([CH2:10][C:11]([O:13]CC)=O)=[CH:6][CH:5]=1.[H][H].Cl. The catalyst is C1(C)C=CC=CC=1.O. The product is [Br:3][C:4]1[CH:9]=[CH:8][C:7]([CH2:10][C:11](=[O:13])[CH2:10][C:7]2[CH:6]=[CH:5][C:4]([Br:3])=[CH:9][CH:8]=2)=[CH:6][CH:5]=1. The yield is 0.820. (2) The reactants are O=[C:2]1[C:11]2[CH:12]=[CH:13][S:14][C:10]=2[C:9]2[CH:8]=[CH:7][C:6]([C:15]([O:17][CH3:18])=[O:16])=[CH:5][C:4]=2[NH:3]1.O=P(Cl)(Cl)[Cl:21].CCN(C(C)C)C(C)C.O. The catalyst is C1(C)C=CC=CC=1. The product is [Cl:21][C:2]1[C:11]2[CH:12]=[CH:13][S:14][C:10]=2[C:9]2[CH:8]=[CH:7][C:6]([C:15]([O:17][CH3:18])=[O:16])=[CH:5][C:4]=2[N:3]=1. The yield is 0.710. (3) The reactants are [NH2:1][C:2]1[C:11]2[N:12]=[C:13]([CH2:20][O:21][CH2:22][CH3:23])[N:14]([CH2:15][C:16]([CH3:19])([CH3:18])[OH:17])[C:10]=2[C:9]2[CH:8]=[CH:7][CH:6]=[CH:5][C:4]=2[N:3]=1.C(N(CC)CC)C.[C:31](Cl)([C:44]1[CH:49]=[CH:48][CH:47]=[CH:46][CH:45]=1)([C:38]1[CH:43]=[CH:42][CH:41]=[CH:40][CH:39]=1)[C:32]1[CH:37]=[CH:36][CH:35]=[CH:34][CH:33]=1. The catalyst is C(#N)C. The product is [CH2:22]([O:21][CH2:20][C:13]1[N:14]([CH2:15][C:16]([CH3:19])([OH:17])[CH3:18])[C:10]2[C:9]3[CH:8]=[CH:7][CH:6]=[CH:5][C:4]=3[N:3]=[C:2]([NH:1][C:31]([C:32]3[CH:37]=[CH:36][CH:35]=[CH:34][CH:33]=3)([C:44]3[CH:45]=[CH:46][CH:47]=[CH:48][CH:49]=3)[C:38]3[CH:39]=[CH:40][CH:41]=[CH:42][CH:43]=3)[C:11]=2[N:12]=1)[CH3:23]. The yield is 0.830. (4) The reactants are [NH2:1][C:2]1[CH:10]=[CH:9][C:8]([O:11][C:12]([F:15])([F:14])[F:13])=[CH:7][C:3]=1[C:4]([OH:6])=[O:5].S(Cl)([Cl:19])(=O)=O. The catalyst is CC(O)=O. The product is [NH2:1][C:2]1[C:10]([Cl:19])=[CH:9][C:8]([O:11][C:12]([F:13])([F:14])[F:15])=[CH:7][C:3]=1[C:4]([OH:6])=[O:5]. The yield is 0.940. (5) The reactants are [CH2:1]([OH:5])[CH2:2][CH2:3][OH:4].[CH3:6][C:7]1[CH:12]=[CH:11][C:10]([S:13](Cl)(=[O:15])=[O:14])=[CH:9][CH:8]=1. The catalyst is N1C=CC=CC=1. The product is [CH3:6][C:7]1[CH:12]=[CH:11][C:10]([S:13]([O:4][CH2:3][CH2:2][CH2:1][O:5][S:13]([C:10]2[CH:11]=[CH:12][C:7]([CH3:6])=[CH:8][CH:9]=2)(=[O:15])=[O:14])(=[O:15])=[O:14])=[CH:9][CH:8]=1. The yield is 0.847. (6) The reactants are COC(C1C=C(NS(C2C=CC(C)=CC=2)(=O)=O)C2C(=C(OCC3C=CC=CC=3)C=CC=2)N=1)=O.[CH3:34][O:35][C:36]([C:38]1[C:47]([C:48]#[C:49][C:50]2[CH:55]=[CH:54][CH:53]=[CH:52][CH:51]=2)=[C:46]([OH:56])[C:45]2[C:40](=[C:41]([N+:57]([O-])=O)[CH:42]=[CH:43][CH:44]=2)[N:39]=1)=[O:37]. No catalyst specified. The product is [CH3:34][O:35][C:36]([C:38]1[C:47]([CH2:48][CH2:49][C:50]2[CH:55]=[CH:54][CH:53]=[CH:52][CH:51]=2)=[C:46]([OH:56])[C:45]2[C:40](=[C:41]([NH2:57])[CH:42]=[CH:43][CH:44]=2)[N:39]=1)=[O:37]. The yield is 0.850. (7) The reactants are [Br:1][C:2]1[CH:3]=[CH:4][C:5]2[N:6]([C:8]([C:11]3[CH:16]=[CH:15][CH:14]=[CH:13][C:12]=3[S:17][CH2:18][CH2:19][OH:20])=[N:9][N:10]=2)[CH:7]=1.N1C=CN=C1.CN(C1C=CC=CN=1)C.Cl[Si:36]([CH:43]([CH3:45])[CH3:44])([CH:40]([CH3:42])[CH3:41])[CH:37]([CH3:39])[CH3:38]. The catalyst is CC1CCCO1. The product is [Br:1][C:2]1[CH:3]=[CH:4][C:5]2[N:6]([C:8]([C:11]3[CH:16]=[CH:15][CH:14]=[CH:13][C:12]=3[S:17][CH2:18][CH2:19][O:20][Si:36]([CH:43]([CH3:45])[CH3:44])([CH:40]([CH3:42])[CH3:41])[CH:37]([CH3:39])[CH3:38])=[N:9][N:10]=2)[CH:7]=1. The yield is 0.870. (8) The reactants are [Cl:1][C:2]1[CH:3]=[C:4]([NH:9][C:10]2[C:19]3[C:14](=[CH:15][CH:16]=[CH:17][C:18]=3[O:20][CH2:21][C@@H:22]3[CH2:27][CH2:26][CH2:25][N:24]([C:28]([O:30][C:31]([CH3:34])([CH3:33])[CH3:32])=[O:29])[CH2:23]3)[N:13]=[CH:12][N:11]=2)[CH:5]=[CH:6][C:7]=1[OH:8].Cl.Cl[CH2:37][C:38]1[N:39]=[CH:40][S:41][CH:42]=1. No catalyst specified. The product is [Cl:1][C:2]1[CH:3]=[C:4]([NH:9][C:10]2[C:19]3[C:14](=[CH:15][CH:16]=[CH:17][C:18]=3[O:20][CH2:21][C@@H:22]3[CH2:27][CH2:26][CH2:25][N:24]([C:28]([O:30][C:31]([CH3:34])([CH3:33])[CH3:32])=[O:29])[CH2:23]3)[N:13]=[CH:12][N:11]=2)[CH:5]=[CH:6][C:7]=1[O:8][CH2:37][C:38]1[N:39]=[CH:40][S:41][CH:42]=1. The yield is 0.870. (9) The reactants are [Cl:1][C:2]1[CH:24]=[CH:23][C:5]([CH2:6][NH:7][C:8]([C:10]2[CH:19]=[CH:18][C:13]([C:14]([O:16]C)=O)=[C:12]([N:20]=[C:21]=[S:22])[CH:11]=2)=[O:9])=[CH:4][CH:3]=1.[N:25]1[CH:30]=[CH:29][CH:28]=[C:27]([NH2:31])[CH:26]=1. The catalyst is C1COCC1.CO. The product is [Cl:1][C:2]1[CH:3]=[CH:4][C:5]([CH2:6][NH:7][C:8]([C:10]2[CH:11]=[C:12]3[C:13]([C:14](=[O:16])[N:31]([C:27]4[CH:26]=[N:25][CH:30]=[CH:29][CH:28]=4)[C:21](=[S:22])[NH:20]3)=[CH:18][CH:19]=2)=[O:9])=[CH:23][CH:24]=1. The yield is 0.290. (10) The reactants are [C:1]1([C:7]2[N:8]=[CH:9][NH:10][CH:11]=2)[CH:6]=[CH:5][CH:4]=[CH:3][CH:2]=1.Br[C:13]1[S:14][CH:15]=[CH:16][CH:17]=1.C([O-])([O-])=O.[K+].[K+]. The catalyst is O1CCOCC1.C(OCC)(=O)C.[Cu]I. The product is [C:1]1([C:7]2[N:8]=[CH:9][N:10]([C:13]3[S:14][CH:15]=[CH:16][CH:17]=3)[CH:11]=2)[CH:2]=[CH:3][CH:4]=[CH:5][CH:6]=1. The yield is 0.0300.